Task: Predict which catalyst facilitates the given reaction.. Dataset: Catalyst prediction with 721,799 reactions and 888 catalyst types from USPTO Reactant: [CH3:1][C:2]1[CH:3]=[N:4][C:5]([C:12]2[N:17]=[CH:16][CH:15]=[CH:14][N:13]=2)=[C:6]([CH:11]=1)[C:7]([O:9]C)=[O:8].[OH-].[Na+]. Product: [CH3:1][C:2]1[CH:3]=[N:4][C:5]([C:12]2[N:13]=[CH:14][CH:15]=[CH:16][N:17]=2)=[C:6]([CH:11]=1)[C:7]([OH:9])=[O:8]. The catalyst class is: 5.